This data is from Catalyst prediction with 721,799 reactions and 888 catalyst types from USPTO. The task is: Predict which catalyst facilitates the given reaction. (1) Reactant: [CH3:1][O:2][C:3]1[CH:4]=[C:5]([CH2:11][C:12](=O)[CH3:13])[CH:6]=[CH:7][C:8]=1[O:9][CH3:10].[CH2:15]([NH2:17])[CH3:16].C([BH3-])#N.[Na+].C(O)(=O)C. Product: [CH3:1][O:2][C:3]1[CH:4]=[C:5]([CH2:11][CH:12]([NH:17][CH2:15][CH3:16])[CH3:13])[CH:6]=[CH:7][C:8]=1[O:9][CH3:10]. The catalyst class is: 5. (2) Reactant: [H-].[Al+3].[Li+].[H-].[H-].[H-].C[O:8][C:9]([C:11]1[CH:19]=[C:18]2[C:14]([CH:15]=[C:16]([CH2:20][CH2:21][O:22][CH:23]3[CH2:28][CH2:27][CH2:26][CH2:25][O:24]3)[NH:17]2)=[CH:13][CH:12]=1)=O. Product: [O:24]1[CH2:25][CH2:26][CH2:27][CH2:28][CH:23]1[O:22][CH2:21][CH2:20][C:16]1[NH:17][C:18]2[C:14]([CH:15]=1)=[CH:13][CH:12]=[C:11]([CH2:9][OH:8])[CH:19]=2. The catalyst class is: 1. (3) Reactant: CC(C)([O-])C.[Na+].[NH:7]1[CH2:12][CH2:11][O:10][CH2:9][CH2:8]1.CC(C1C=C(C(C)C)C(C2C=CC=CC=2P(C2CCCCC2)C2CCCCC2)=C(C(C)C)C=1)C.Br[C:48]1[CH:56]=[C:55]2[C:51]([C:52]3([CH2:69][O:68][C:67]([CH3:71])([CH3:70])[O:66][CH2:65]3)[C:53](=[O:64])[N:54]2C(OC(C)(C)C)=O)=[CH:50][CH:49]=1. Product: [CH3:70][C:67]1([CH3:71])[O:66][CH2:65][C:52]2([C:51]3[C:55](=[CH:56][C:48]([N:7]4[CH2:12][CH2:11][O:10][CH2:9][CH2:8]4)=[CH:49][CH:50]=3)[NH:54][C:53]2=[O:64])[CH2:69][O:68]1. The catalyst class is: 62. (4) Reactant: [NH:1]1[C:9]2[C:4](=[C:5]([O:10][S:11]([C:14]([F:17])([F:16])[F:15])(=[O:13])=[O:12])[CH:6]=[CH:7][CH:8]=2)[CH:3]=[N:2]1.[Cl:18]N1C(=O)CCC1=O. Product: [Cl:18][C:3]1[C:4]2[C:9](=[CH:8][CH:7]=[CH:6][C:5]=2[O:10][S:11]([C:14]([F:16])([F:17])[F:15])(=[O:12])=[O:13])[NH:1][N:2]=1. The catalyst class is: 9. (5) Reactant: [F:1][C:2]([F:34])([F:33])[C:3]1[CH:4]=[C:5]([CH:26]=[C:27]([C:29]([F:32])([F:31])[F:30])[CH:28]=1)[CH2:6][NH:7][CH:8]1[CH2:14][CH2:13][CH2:12][N:11]([C:15]([O:17][CH:18]([CH3:20])[CH3:19])=[O:16])[C:10]2[CH:21]=[C:22]([Cl:25])[CH:23]=[CH:24][C:9]1=2.[CH2:35]=[C:36]1[O:40][C:38](=[O:39])[CH2:37]1. Product: [F:34][C:2]([F:1])([F:33])[C:3]1[CH:4]=[C:5]([CH:26]=[C:27]([C:29]([F:30])([F:31])[F:32])[CH:28]=1)[CH2:6][N:7]([C:38](=[O:39])[CH2:37][C:36](=[O:40])[CH3:35])[CH:8]1[CH2:14][CH2:13][CH2:12][N:11]([C:15]([O:17][CH:18]([CH3:20])[CH3:19])=[O:16])[C:10]2[CH:21]=[C:22]([Cl:25])[CH:23]=[CH:24][C:9]1=2. The catalyst class is: 367. (6) Reactant: [CH2:1]([O:3][C:4](=[O:19])[CH2:5][CH2:6][NH:7][C:8](=[O:18])[C@H:9]([CH2:11][C:12]1[CH:17]=[CH:16][CH:15]=[CH:14][CH:13]=1)[NH2:10])[CH3:2].C(N(CC)CC)C.Br[CH2:28][C:29]([O:31][CH2:32][CH3:33])=[O:30]. Product: [CH2:1]([O:3][C:4](=[O:19])[CH2:5][CH2:6][NH:7][C:8](=[O:18])[C@H:9]([CH2:11][C:12]1[CH:13]=[CH:14][CH:15]=[CH:16][CH:17]=1)[NH:10][CH2:28][C:29]([O:31][CH2:32][CH3:33])=[O:30])[CH3:2]. The catalyst class is: 11. (7) Reactant: [CH:1]1[C:6]2[O:7][C:8]3[CH:13]=[CH:12][CH:11]=[CH:10][C:9]=3[C:5]=2[CH:4]=[C:3]([C:14]([O:16]C)=[O:15])[N:2]=1.[OH-].[Na+]. Product: [CH:1]1[C:6]2[O:7][C:8]3[CH:13]=[CH:12][CH:11]=[CH:10][C:9]=3[C:5]=2[CH:4]=[C:3]([C:14]([OH:16])=[O:15])[N:2]=1. The catalyst class is: 24. (8) Reactant: Cl[C:2]1[N:7]=[C:6]([NH:8][CH2:9][C:10]2[CH:15]=[CH:14][C:13]([F:16])=[CH:12][CH:11]=2)[N:5]=[C:4]([NH:17][CH2:18][C:19]2[CH:24]=[CH:23][C:22]([F:25])=[CH:21][CH:20]=2)[N:3]=1.Cl.[CH2:27]([NH2:30])[C:28]#[CH:29].[OH-].[Na+].O. Product: [F:25][C:22]1[CH:23]=[CH:24][C:19]([CH2:18][NH:17][C:4]2[N:5]=[C:6]([NH:8][CH2:9][C:10]3[CH:15]=[CH:14][C:13]([F:16])=[CH:12][CH:11]=3)[N:7]=[C:2]([NH:30][CH2:27][C:28]#[CH:29])[N:3]=2)=[CH:20][CH:21]=1. The catalyst class is: 12. (9) Reactant: [CH3:1][S:2][C:3]1[N:4]=[CH:5][C:6]2[C:15](=[O:16])[N:14]([C:17]3[CH:18]=[C:19]([CH:23]=[CH:24][CH:25]=3)C(O)=O)[CH2:13][C@H:12]3[N:8]([CH2:9][CH2:10][CH2:11]3)[C:7]=2[N:26]=1.Cl.[CH3:28][O:29][C:30](=[O:36])[C@H:31]([C@@H:33]([CH3:35])[OH:34])[NH2:32].[CH2:37](N(CC)CC)C.Cl.C(N=C=NCCCN(C)C)C.ON1C2C=CC=CC=2N=N1.S(Cl)(Cl)=O.C(=O)(O)[O-].[Na+]. Product: [CH3:35][C@@H:33]1[O:34][C:37]([C:19]2[CH:23]=[CH:24][CH:25]=[C:17]([N:14]3[CH2:13][C@H:12]4[N:8]([CH2:9][CH2:10][CH2:11]4)[C:7]4[N:26]=[C:3]([S:2][CH3:1])[N:4]=[CH:5][C:6]=4[C:15]3=[O:16])[CH:18]=2)=[N:32][C@@H:31]1[C:30]([O:29][CH3:28])=[O:36]. The catalyst class is: 526. (10) Reactant: [CH:1]([O:4][C:5]1[CH:6]=[C:7]([C:15]2[N:19]=[CH:18][N:17](/[CH:20]=[CH:21]\[C:22]([NH:24][NH2:25])=[O:23])[N:16]=2)[CH:8]=[C:9]([C:11]([F:14])([F:13])[F:12])[CH:10]=1)([CH3:3])[CH3:2].[CH3:26]OC(OC)OC.CS(O)(=O)=O.CCOC(C)=O.CCCCCC. Product: [CH:1]([O:4][C:5]1[CH:6]=[C:7]([C:15]2[N:19]=[CH:18][N:17](/[CH:20]=[CH:21]\[C:22]3[O:23][CH:26]=[N:25][N:24]=3)[N:16]=2)[CH:8]=[C:9]([C:11]([F:13])([F:14])[F:12])[CH:10]=1)([CH3:3])[CH3:2]. The catalyst class is: 1.